Predict the reactants needed to synthesize the given product. From a dataset of Full USPTO retrosynthesis dataset with 1.9M reactions from patents (1976-2016). (1) Given the product [F:32][C:31]([F:34])([F:33])[C:29]1[CH:28]=[C:5]([CH:4]=[C:3]([C:2]([F:1])([F:36])[F:35])[CH:30]=1)[CH2:6][N:7]1[C:11]([N:37]2[CH2:42][CH2:41][O:40][CH2:39][CH2:38]2)=[C:10]([C:13]([N:15]2[CH2:20][CH2:19][CH2:18][CH:17]([C:21]3[CH:26]=[CH:25][CH:24]=[CH:23][C:22]=3[Cl:27])[CH2:16]2)=[O:14])[N:9]=[N:8]1, predict the reactants needed to synthesize it. The reactants are: [F:1][C:2]([F:36])([F:35])[C:3]1[CH:4]=[C:5]([CH:28]=[C:29]([C:31]([F:34])([F:33])[F:32])[CH:30]=1)[CH2:6][N:7]1[C:11](Cl)=[C:10]([C:13]([N:15]2[CH2:20][CH2:19][CH2:18][CH:17]([C:21]3[CH:26]=[CH:25][CH:24]=[CH:23][C:22]=3[Cl:27])[CH2:16]2)=[O:14])[N:9]=[N:8]1.[NH:37]1[CH2:42][CH2:41][O:40][CH2:39][CH2:38]1. (2) Given the product [Cl:1][C:2]1[C:3]([CH:16]=[CH:17][CH2:18][O:19][S:28]([CH3:27])(=[O:30])=[O:29])=[C:4]([C:12]([O:14][CH3:15])=[O:13])[C:5]2[O:9][C:8]([CH3:10])=[CH:7][C:6]=2[CH:11]=1, predict the reactants needed to synthesize it. The reactants are: [Cl:1][C:2]1[C:3](/[CH:16]=[CH:17]/[CH2:18][OH:19])=[C:4]([C:12]([O:14][CH3:15])=[O:13])[C:5]2[O:9][C:8]([CH3:10])=[CH:7][C:6]=2[CH:11]=1.C(N(CC)CC)C.[CH3:27][S:28](Cl)(=[O:30])=[O:29]. (3) Given the product [CH3:14][N:13]1[C:9]([C:3](=[N:2][O:1][CH2:17][C:18]2[N:19]=[C:20]([NH2:23])[S:21][CH:22]=2)[C:4]2[S:5][CH:6]=[CH:7][CH:8]=2)=[CH:10][N:11]=[CH:12]1, predict the reactants needed to synthesize it. The reactants are: [OH:1][N:2]=[C:3]([C:9]1[N:13]([CH3:14])[CH:12]=[N:11][CH:10]=1)[C:4]1[S:5][CH:6]=[CH:7][CH:8]=1.Cl.Cl[CH2:17][C:18]1[N:19]=[C:20]([NH2:23])[S:21][CH:22]=1.C(=O)([O-])[O-].[Cs+].[Cs+].[I-].[K+]. (4) The reactants are: [S:1]1[C:5]2[CH:6]=[CH:7][C:8]([NH:10][C:11]3[C:20]4[C:15](=[CH:16][CH:17]=[C:18]([S:21]([C:24]([CH3:30])([CH3:29])[C:25]([O:27]C)=[O:26])(=[O:23])=[O:22])[CH:19]=4)[N:14]=[CH:13][CH:12]=3)=[CH:9][C:4]=2[N:3]=[CH:2]1.[Li+].[OH-].C1COCC1.O. Given the product [S:1]1[C:5]2[CH:6]=[CH:7][C:8]([NH:10][C:11]3[C:20]4[C:15](=[CH:16][CH:17]=[C:18]([S:21]([C:24]([CH3:30])([CH3:29])[C:25]([OH:27])=[O:26])(=[O:23])=[O:22])[CH:19]=4)[N:14]=[CH:13][CH:12]=3)=[CH:9][C:4]=2[N:3]=[CH:2]1, predict the reactants needed to synthesize it. (5) Given the product [CH3:8][C:7]([CH3:6])=[CH:9][CH2:10][CH2:11]/[C:12](/[CH3:13])=[CH:14]/[CH:15]=[CH:17]/[C:18]([CH3:20])=[O:19], predict the reactants needed to synthesize it. The reactants are: [O-2].[La+3].[O-2].[O-2].[La+3].[CH3:6][C:7](=[CH:9][CH2:10][CH2:11][C:12](=[CH:14][CH:15]=O)[CH3:13])[CH3:8].[CH3:17][C:18]([CH3:20])=[O:19]. (6) Given the product [NH2:10][C:11]1[N:16]=[CH:15][N:14]=[C:13]2[N:17]([CH:27]3[CH2:32][CH2:31][N:30]([C:33]([O:35][C:36]([CH3:39])([CH3:38])[CH3:37])=[O:34])[CH2:29][CH2:28]3)[N:18]=[C:19]([C:20]3[CH:25]=[CH:24][C:23]([N:26]=[CH:1][C:2]4[CH:8]=[CH:7][CH:6]=[CH:5][C:3]=4[OH:4])=[CH:22][CH:21]=3)[C:12]=12, predict the reactants needed to synthesize it. The reactants are: [CH:1](=O)[C:2]1[C:3](=[CH:5][CH:6]=[CH:7][CH:8]=1)[OH:4].[NH2:10][C:11]1[N:16]=[CH:15][N:14]=[C:13]2[N:17]([CH:27]3[CH2:32][CH2:31][N:30]([C:33]([O:35][C:36]([CH3:39])([CH3:38])[CH3:37])=[O:34])[CH2:29][CH2:28]3)[N:18]=[C:19]([C:20]3[CH:25]=[CH:24][C:23]([NH2:26])=[CH:22][CH:21]=3)[C:12]=12. (7) Given the product [C:1]([O:5][C:6](=[O:16])[NH:7][C:8]1[CH:13]=[CH:12][CH:11]=[C:10]([CH2:14][F:23])[N:9]=1)([CH3:4])([CH3:3])[CH3:2], predict the reactants needed to synthesize it. The reactants are: [C:1]([O:5][C:6](=[O:16])[NH:7][C:8]1[CH:13]=[CH:12][CH:11]=[C:10]([CH2:14]O)[N:9]=1)([CH3:4])([CH3:3])[CH3:2].C(N(S(F)(F)[F:23])CC)C.